Predict the product of the given reaction. From a dataset of Forward reaction prediction with 1.9M reactions from USPTO patents (1976-2016). (1) Given the reactants C([O:5][C:6](=[O:44])[CH2:7][CH2:8][CH2:9][O:10][C:11]1[CH:16]=[C:15]([Cl:17])[C:14]([C:18]2[CH:19]=[N:20][C:21]([C:26]([F:29])([F:28])[F:27])=[CH:22][C:23]=2[C:24]#[N:25])=[CH:13][C:12]=1[S:30]([N:33]1[CH2:39][CH2:38][CH2:37][CH2:36][C:35]2[CH:40]=[CH:41][CH:42]=[CH:43][C:34]1=2)(=[O:32])=[O:31])(C)(C)C, predict the reaction product. The product is: [Cl:17][C:15]1[C:14]([C:18]2[CH:19]=[N:20][C:21]([C:26]([F:27])([F:29])[F:28])=[CH:22][C:23]=2[C:24]#[N:25])=[CH:13][C:12]([S:30]([N:33]2[CH2:39][CH2:38][CH2:37][CH2:36][C:35]3[CH:40]=[CH:41][CH:42]=[CH:43][C:34]2=3)(=[O:31])=[O:32])=[C:11]([CH:16]=1)[O:10][CH2:9][CH2:8][CH2:7][C:6]([OH:44])=[O:5]. (2) Given the reactants [CH3:1][O:2][C:3]1[CH:11]=[CH:10][C:6]([C:7]([OH:9])=O)=[CH:5][C:4]=1[N+:12]([O-:14])=[O:13].C(Cl)(=O)C(Cl)=O.CN(C=O)C.[NH2:26][C:27]1[S:31][C:30]([NH:32][C:33]2[CH:38]=[CH:37][C:36]([O:39][CH3:40])=[CH:35][CH:34]=2)=[N:29][C:28]=1[C:41]([NH2:43])=[O:42], predict the reaction product. The product is: [CH3:1][O:2][C:3]1[CH:11]=[CH:10][C:6]([C:7]([NH:26][C:27]2[S:31][C:30]([NH:32][C:33]3[CH:34]=[CH:35][C:36]([O:39][CH3:40])=[CH:37][CH:38]=3)=[N:29][C:28]=2[C:41]([NH2:43])=[O:42])=[O:9])=[CH:5][C:4]=1[N+:12]([O-:14])=[O:13].